Dataset: Catalyst prediction with 721,799 reactions and 888 catalyst types from USPTO. Task: Predict which catalyst facilitates the given reaction. (1) Reactant: Cl[C:2]([C:4]1[CH:13]=[CH:12][C:7]([C:8]([O:10][CH3:11])=[O:9])=[CH:6][CH:5]=1)=[O:3].[C:14]([C:16]1[CH:17]=[C:18]([Zn]I)[CH:19]=[CH:20][CH:21]=1)#[N:15].[BH4-].[Na+]. Product: [C:14]([C:16]1[CH:21]=[C:20]([CH:2]([OH:3])[C:4]2[CH:13]=[CH:12][C:7]([C:8]([O:10][CH3:11])=[O:9])=[CH:6][CH:5]=2)[CH:19]=[CH:18][CH:17]=1)#[N:15]. The catalyst class is: 443. (2) The catalyst class is: 8. Product: [CH3:9][O:10][CH2:11][C:12]1[NH:21][C:20](=[O:22])[C:19]2[C:14](=[CH:15][C:16]3[CH2:25][CH2:24][CH:23]([N:26]([C:27]4[CH:39]=[CH:38][C:30]([C:31]([O:33][C:34]([CH3:36])([CH3:35])[CH3:37])=[O:32])=[CH:29][CH:28]=4)[CH2:42][C:40]#[CH:41])[C:17]=3[CH:18]=2)[N:13]=1. Reactant: F[B-](F)(F)F.ClCCl.[CH3:9][O:10][CH2:11][C:12]1[NH:21][C:20](=[O:22])[C:19]2[C:14](=[CH:15][C:16]3[CH2:25][CH2:24][CH:23]([NH:26][C:27]4[CH:39]=[CH:38][C:30]([C:31]([O:33][C:34]([CH3:37])([CH3:36])[CH3:35])=[O:32])=[CH:29][CH:28]=4)[C:17]=3[CH:18]=2)[N:13]=1.[CH:40](N(C(C)C)CC)([CH3:42])[CH3:41]. (3) Reactant: C([O:3][C:4]([C:6]1[C:7]([CH3:31])=[C:8]2[C:13]([NH:14][C:15]3[CH:20]=[CH:19][C:18]([O:21][C:22]4[CH:27]=[CH:26][CH:25]=[CH:24][CH:23]=4)=[CH:17][CH:16]=3)=[C:12]([C:28]#[N:29])[CH:11]=[N:10][N:9]2[CH:30]=1)=O)C.CC(C[AlH]CC(C)C)C. Product: [OH:3][CH2:4][C:6]1[C:7]([CH3:31])=[C:8]2[C:13]([NH:14][C:15]3[CH:16]=[CH:17][C:18]([O:21][C:22]4[CH:27]=[CH:26][CH:25]=[CH:24][CH:23]=4)=[CH:19][CH:20]=3)=[C:12]([C:28]#[N:29])[CH:11]=[N:10][N:9]2[CH:30]=1. The catalyst class is: 1. (4) Reactant: Br[CH2:2][CH2:3][CH2:4][NH:5][C:6](=[O:12])[O:7][C:8]([CH3:11])([CH3:10])[CH3:9].[Cl:13][C:14]1[CH:15]=[C:16]([OH:21])[CH:17]=[CH:18][C:19]=1[Cl:20].C([O-])([O-])=O.[Cs+].[Cs+]. The catalyst class is: 18. Product: [Cl:13][C:14]1[CH:15]=[C:16]([CH:17]=[CH:18][C:19]=1[Cl:20])[O:21][CH2:2][CH2:3][CH2:4][NH:5][C:6](=[O:12])[O:7][C:8]([CH3:11])([CH3:10])[CH3:9]. (5) Reactant: [Br:1][C:2]1[S:6][C:5]([C:7]([C@H:9]2[CH2:14][CH2:13][C@H:12]([C:15]([O:17][CH2:18][CH3:19])=[O:16])[CH2:11][CH2:10]2)=[O:8])=[N:4][CH:3]=1.[CH:20]([Mg]Br)([CH3:22])[CH3:21]. Product: [Br:1][C:2]1[S:6][C:5]([C:7]([C@H:9]2[CH2:10][CH2:11][C@H:12]([C:15]([O:17][CH2:18][CH3:19])=[O:16])[CH2:13][CH2:14]2)([OH:8])[CH:20]([CH3:22])[CH3:21])=[N:4][CH:3]=1. The catalyst class is: 1. (6) Reactant: [CH3:1][N:2]1[CH:6]([C:7]([O:9][C:10]([CH3:13])([CH3:12])[CH3:11])=[O:8])[CH2:5][NH:4][C:3]1=[O:14].Br[C:16]1[CH:17]=[CH:18][C:19]([F:22])=[N:20][CH:21]=1.CN(C)[C@@H]1CCCC[C@H]1N.P([O-])([O-])([O-])=O.[K+].[K+].[K+]. Product: [F:22][C:19]1[N:20]=[CH:21][C:16]([N:4]2[CH2:5][CH:6]([C:7]([O:9][C:10]([CH3:11])([CH3:13])[CH3:12])=[O:8])[N:2]([CH3:1])[C:3]2=[O:14])=[CH:17][CH:18]=1. The catalyst class is: 185.